Dataset: Forward reaction prediction with 1.9M reactions from USPTO patents (1976-2016). Task: Predict the product of the given reaction. (1) The product is: [F:22][C:2]1([F:1])[CH2:6][N:5]([CH2:29][C:28]2[CH:27]=[CH:26][C:25]([C:24]([F:23])([F:33])[F:34])=[CH:32][CH:31]=2)[C@@H:4]([C:7]([NH:9][C@H:10]([C:12]2[CH:21]=[CH:20][C:15]([C:16]([O:18][CH3:19])=[O:17])=[CH:14][CH:13]=2)[CH3:11])=[O:8])[CH2:3]1. Given the reactants [F:1][C:2]1([F:22])[CH2:6][NH:5][C@@H:4]([C:7]([NH:9][C@H:10]([C:12]2[CH:21]=[CH:20][C:15]([C:16]([O:18][CH3:19])=[O:17])=[CH:14][CH:13]=2)[CH3:11])=[O:8])[CH2:3]1.[F:23][C:24]([F:34])([F:33])[C:25]1[CH:32]=[CH:31][C:28]([CH2:29]Br)=[CH:27][CH:26]=1.C([O-])([O-])=O.[Na+].[Na+], predict the reaction product. (2) Given the reactants [CH3:1][O:2][C:3]1[CH:4]=[C:5]([C:11]2[C:16]([NH:17][C:18](=[O:32])[CH:19]([O:27]S(C)(=O)=O)[C:20]3[CH:25]=[CH:24][C:23]([CH3:26])=[CH:22][CH:21]=3)=[CH:15][CH:14]=[CH:13][N:12]=2)[CH:6]=[CH:7][C:8]=1[O:9][CH3:10].[CH2:33](O)[C:34]#[CH:35], predict the reaction product. The product is: [CH3:1][O:2][C:3]1[CH:4]=[C:5]([C:11]2[C:16]([NH:17][C:18](=[O:32])[CH:19]([O:27][C:33]#[C:34][CH3:35])[C:20]3[CH:25]=[CH:24][C:23]([CH3:26])=[CH:22][CH:21]=3)=[CH:15][CH:14]=[CH:13][N:12]=2)[CH:6]=[CH:7][C:8]=1[O:9][CH3:10]. (3) Given the reactants [N+:1]([C:4]1[CH:9]=[CH:8][C:7]([CH:10]([CH2:15][C:16]([OH:18])=[O:17])[CH2:11][C:12]([OH:14])=O)=[CH:6][CH:5]=1)([O-:3])=[O:2].C(OC(=O)C)(=O)C, predict the reaction product. The product is: [N+:1]([C:4]1[CH:5]=[CH:6][C:7]([CH:10]2[CH2:11][C:12](=[O:14])[O:18][C:16](=[O:17])[CH2:15]2)=[CH:8][CH:9]=1)([O-:3])=[O:2]. (4) Given the reactants CCN=C=NCCCN(C)C.[Cl:12][C:13]1[CH:14]=[C:15](/[CH:33]=[C:34](\[F:38])/[C:35](O)=[O:36])[CH:16]=[N:17][C:18]=1[NH:19][C@@H:20]1[CH2:25][CH2:24][CH2:23][N:22]([CH2:26][CH:27]2[CH2:32][CH2:31][CH2:30][CH2:29][CH2:28]2)[CH2:21]1.[O:39]1[CH2:44][CH2:43][CH2:42][CH2:41][CH:40]1[O:45][NH2:46].C1C=CC2N(O)N=NC=2C=1.C([O-])(O)=O.[Na+], predict the reaction product. The product is: [Cl:12][C:13]1[CH:14]=[C:15](/[CH:33]=[C:34](\[F:38])/[C:35]([NH:46][O:45][CH:40]2[CH2:41][CH2:42][CH2:43][CH2:44][O:39]2)=[O:36])[CH:16]=[N:17][C:18]=1[NH:19][C@@H:20]1[CH2:25][CH2:24][CH2:23][N:22]([CH2:26][CH:27]2[CH2:28][CH2:29][CH2:30][CH2:31][CH2:32]2)[CH2:21]1. (5) Given the reactants C([O:3][P:4]([C:7]1[CH:12]=[CH:11][C:10]([N:13]2[C:17]([NH:18][C:19]([NH:21][C:22]3[C:31]4[C:26](=[CH:27][CH:28]=[CH:29][CH:30]=4)[C:25]([O:32][C:33]4[CH:38]=[CH:37][N:36]=[C:35]([NH:39][C:40]5[CH:45]=[CH:44][CH:43]=[CH:42][CH:41]=5)[N:34]=4)=[CH:24][CH:23]=3)=[O:20])=[CH:16][C:15]([C:46]([CH3:49])([CH3:48])[CH3:47])=[N:14]2)=[CH:9][CH:8]=1)([CH3:6])=[O:5])C.O1CCOCC1.[OH-].[Na+], predict the reaction product. The product is: [C:46]([C:15]1[CH:16]=[C:17]([NH:18][C:19]([NH:21][C:22]2[C:31]3[C:26](=[CH:27][CH:28]=[CH:29][CH:30]=3)[C:25]([O:32][C:33]3[CH:38]=[CH:37][N:36]=[C:35]([NH:39][C:40]4[CH:45]=[CH:44][CH:43]=[CH:42][CH:41]=4)[N:34]=3)=[CH:24][CH:23]=2)=[O:20])[N:13]([C:10]2[CH:9]=[CH:8][C:7]([P:4]([CH3:6])(=[O:3])[OH:5])=[CH:12][CH:11]=2)[N:14]=1)([CH3:49])([CH3:47])[CH3:48]. (6) Given the reactants [F:1][C:2]1[CH:7]=[C:6]([F:8])[CH:5]=[CH:4][C:3]=1[N:9]1[C:17](=[O:18])[C:16]2[C@@H:15]3[C:19]([CH3:21])([CH3:20])[C@@:12]([CH3:22])([CH2:13][CH2:14]3)[C:11]=2[NH:10]1.[Cl:23][C:24]1[CH:31]=[CH:30][C:27]([CH2:28]Br)=[CH:26][CH:25]=1.C, predict the reaction product. The product is: [Cl:23][C:24]1[CH:31]=[CH:30][C:27]([CH2:28][N:10]2[C:11]3[C@@:12]4([CH3:22])[C:19]([CH3:21])([CH3:20])[C@H:15]([CH2:14][CH2:13]4)[C:16]=3[C:17](=[O:18])[N:9]2[C:3]2[CH:4]=[CH:5][C:6]([F:8])=[CH:7][C:2]=2[F:1])=[CH:26][CH:25]=1. (7) Given the reactants [OH:1][CH:2]1[CH2:7][CH2:6][CH:5]([C@H:8]([NH:10]C(=O)OC(C)(C)C)[CH3:9])[CH2:4][CH2:3]1.CCOCC, predict the reaction product. The product is: [NH2:10][C@@H:8]([CH:5]1[CH2:6][CH2:7][CH:2]([OH:1])[CH2:3][CH2:4]1)[CH3:9]. (8) Given the reactants [F:1][C:2]1[CH:17]=[CH:16][CH:15]=[C:14]([F:18])[C:3]=1[CH2:4][O:5][C:6]1[C:7]([NH2:13])=[N:8][CH:9]=[C:10]([CH3:12])[CH:11]=1.Cl[CH:20]([C:26](=O)[CH2:27][CH2:28][CH3:29])[C:21]([O:23][CH2:24][CH3:25])=[O:22], predict the reaction product. The product is: [F:1][C:2]1[CH:17]=[CH:16][CH:15]=[C:14]([F:18])[C:3]=1[CH2:4][O:5][C:6]1[C:7]2[N:8]([C:20]([C:21]([O:23][CH2:24][CH3:25])=[O:22])=[C:26]([CH2:27][CH2:28][CH3:29])[N:13]=2)[CH:9]=[C:10]([CH3:12])[CH:11]=1. (9) The product is: [CH:23]1([N:22]2[C:21]3[CH:29]=[CH:30][C:31]([C:33]([OH:35])=[O:34])=[CH:32][C:20]=3[N:19]=[C:18]2[C:13]2[CH:14]=[C:15]3[C:10](=[CH:11][CH:12]=2)[N:9]=[C:8]([C:6]2[CH:7]=[CH:2][C:3]([OH:39])=[CH:4][C:5]=2[OH:36])[CH:17]=[CH:16]3)[CH2:28][CH2:27][CH2:26][CH2:25][CH2:24]1. Given the reactants Br[C:2]1[CH:3]=[CH:4][C:5]([OH:36])=[C:6]([C:8]2[CH:17]=[CH:16][C:15]3[C:10](=[CH:11][CH:12]=[C:13]([C:18]4[N:22]([CH:23]5[CH2:28][CH2:27][CH2:26][CH2:25][CH2:24]5)[C:21]5[CH:29]=[CH:30][C:31]([C:33]([OH:35])=[O:34])=[CH:32][C:20]=5[N:19]=4)[CH:14]=3)[N:9]=2)[CH:7]=1.C([O:39]C(C1C=CC2N(C3CCCCC3)C(C3C=CC(N)=C(C=O)C=3)=NC=2C=1)=O)C.OC1C=C(O)C=CC=1C(=O)C.[OH-].[K+], predict the reaction product.